Dataset: Catalyst prediction with 721,799 reactions and 888 catalyst types from USPTO. Task: Predict which catalyst facilitates the given reaction. (1) Reactant: [NH2:1][C:2]1[CH:7]=[CH:6][C:5]([N+:8]([O-:10])=[O:9])=[CH:4][N:3]=1.[CH3:11][C:12]([O:15][C:16](O[C:16]([O:15][C:12]([CH3:14])([CH3:13])[CH3:11])=[O:17])=[O:17])([CH3:14])[CH3:13]. Product: [C:12]([O:15][C:16]([NH:1][C:2]1[CH:7]=[CH:6][C:5]([N+:8]([O-:10])=[O:9])=[CH:4][N:3]=1)=[O:17])([CH3:14])([CH3:13])[CH3:11]. The catalyst class is: 49. (2) Reactant: [O:1]([C:8]1[CH:13]=[CH:12][C:11]([NH:14][C:15]2[N:20]=[CH:19][N:18]=[C:17]([NH:21][C:22]3[CH:23]=[C:24]([NH2:28])[CH:25]=[CH:26][CH:27]=3)[CH:16]=2)=[CH:10][CH:9]=1)[C:2]1[CH:7]=[CH:6][CH:5]=[CH:4][CH:3]=1.C(N(CC)CC)C.[C:36](Cl)(=[O:39])[CH:37]=[CH2:38]. Product: [O:1]([C:8]1[CH:9]=[CH:10][C:11]([NH:14][C:15]2[N:20]=[CH:19][N:18]=[C:17]([NH:21][C:22]3[CH:23]=[C:24]([NH:28][C:36](=[O:39])[CH:37]=[CH2:38])[CH:25]=[CH:26][CH:27]=3)[CH:16]=2)=[CH:12][CH:13]=1)[C:2]1[CH:3]=[CH:4][CH:5]=[CH:6][CH:7]=1. The catalyst class is: 1. (3) Reactant: [Cl:1][C:2]1[C:3]([NH:15][CH:16]2[CH2:26][CH2:25][C:19]3([CH2:24][CH2:23][NH:22][CH2:21][CH2:20]3)[CH2:18][CH2:17]2)=[N:4][C:5]([NH:8][C:9]2[CH:10]=[N:11][N:12]([CH3:14])[CH:13]=2)=[N:6][CH:7]=1.[C:27]([CH2:29][C:30](O)=[O:31])#[N:28].CCN(CC)CC.CN(C(ON1N=NC2C=CC=NC1=2)=[N+](C)C)C.F[P-](F)(F)(F)(F)F. Product: [Cl:1][C:2]1[C:3]([NH:15][CH:16]2[CH2:26][CH2:25][C:19]3([CH2:24][CH2:23][N:22]([C:30](=[O:31])[CH2:29][C:27]#[N:28])[CH2:21][CH2:20]3)[CH2:18][CH2:17]2)=[N:4][C:5]([NH:8][C:9]2[CH:10]=[N:11][N:12]([CH3:14])[CH:13]=2)=[N:6][CH:7]=1. The catalyst class is: 139. (4) Reactant: [CH3:1][N:2]1[CH2:7][CH:6]=[C:5]([C:8]2[C:16]3[C:11](=[CH:12][CH:13]=[C:14]([N+:17]([O-])=O)[CH:15]=3)[NH:10][CH:9]=2)[CH2:4][CH2:3]1. Product: [CH3:1][N:2]1[CH2:7][CH2:6][CH:5]([C:8]2[C:16]3[C:11](=[CH:12][CH:13]=[C:14]([NH2:17])[CH:15]=3)[NH:10][CH:9]=2)[CH2:4][CH2:3]1. The catalyst class is: 5. (5) Reactant: [Br:1][C:2]1[C:3]([NH2:13])=[N:4][NH:5][C:6]=1[C:7]1[CH:12]=[CH:11][CH:10]=[CH:9][CH:8]=1.C([O-])([O-])=O.[K+].[K+].Cl[CH2:21][C:22]([N:24]1[CH2:29][CH2:28][N:27]([C:30]2[CH:35]=[CH:34][C:33]([F:36])=[CH:32][CH:31]=2)[CH2:26][CH2:25]1)=[O:23].CN(C=O)C. Product: [NH2:13][C:3]1[C:2]([Br:1])=[C:6]([C:7]2[CH:12]=[CH:11][CH:10]=[CH:9][CH:8]=2)[N:5]([CH2:21][C:22]([N:24]2[CH2:25][CH2:26][N:27]([C:30]3[CH:35]=[CH:34][C:33]([F:36])=[CH:32][CH:31]=3)[CH2:28][CH2:29]2)=[O:23])[N:4]=1. The catalyst class is: 195. (6) Reactant: [C:1]([C:3]1[CH:11]=[CH:10][C:6]([C:7]([S-:9])=[S:8])=[CH:5][CH:4]=1)#[N:2].[Na+]. Product: [C:1]([C:3]1[CH:11]=[CH:10][C:6]([C:7]([S:9][S:9][C:7](=[S:8])[C:6]2[CH:5]=[CH:4][C:3]([C:1]#[N:2])=[CH:11][CH:10]=2)=[S:8])=[CH:5][CH:4]=1)#[N:2]. The catalyst class is: 6. (7) Reactant: C(Cl)(=O)C(Cl)=O.CS(C)=O.[C:11]([N:30]1[CH2:34][CH2:33][C@@H:32]([OH:35])[CH2:31]1)([C:24]1[CH:29]=[CH:28][CH:27]=[CH:26][CH:25]=1)([C:18]1[CH:23]=[CH:22][CH:21]=[CH:20][CH:19]=1)[C:12]1[CH:17]=[CH:16][CH:15]=[CH:14][CH:13]=1.C(N(CC)CC)C. Product: [C:11]([N:30]1[CH2:34][CH2:33][C:32](=[O:35])[CH2:31]1)([C:18]1[CH:19]=[CH:20][CH:21]=[CH:22][CH:23]=1)([C:24]1[CH:29]=[CH:28][CH:27]=[CH:26][CH:25]=1)[C:12]1[CH:17]=[CH:16][CH:15]=[CH:14][CH:13]=1. The catalyst class is: 4. (8) Reactant: [NH2:1][C:2]1[N:7]=[CH:6][N:5]=[C:4]2[N:8]([CH:33]3[CH2:37][CH:36]([OH:38])[CH:35]=[CH:34]3)[N:9]=[C:10]([C:11]3[CH:16]=[CH:15][C:14]([NH:17][C:18](=[O:30])[C:19]4[CH:24]=[CH:23][C:22]([C:25]([F:28])([F:27])[F:26])=[CH:21][C:20]=4[F:29])=[C:13]([O:31][CH3:32])[CH:12]=3)[C:3]=12.[H][H]. Product: [NH2:1][C:2]1[N:7]=[CH:6][N:5]=[C:4]2[N:8]([CH:33]3[CH2:34][CH2:35][CH:36]([OH:38])[CH2:37]3)[N:9]=[C:10]([C:11]3[CH:16]=[CH:15][C:14]([NH:17][C:18](=[O:30])[C:19]4[CH:24]=[CH:23][C:22]([C:25]([F:27])([F:28])[F:26])=[CH:21][C:20]=4[F:29])=[C:13]([O:31][CH3:32])[CH:12]=3)[C:3]=12. The catalyst class is: 63. (9) Reactant: C([O-])([O-])=O.[K+].[K+].[Br:7][C:8]1[CH:9]=[C:10]([C:14]#[C:15][Si](C)(C)C)[CH:11]=[CH:12][CH:13]=1. Product: [Br:7][C:8]1[CH:9]=[C:10]([C:14]#[CH:15])[CH:11]=[CH:12][CH:13]=1. The catalyst class is: 5.